Dataset: Full USPTO retrosynthesis dataset with 1.9M reactions from patents (1976-2016). Task: Predict the reactants needed to synthesize the given product. Given the product [CH3:16][C:17]1([CH3:33])[C:21]([CH3:23])([CH3:22])[O:20][B:19]([C:2]2[CH:3]=[C:4]3[C:8](=[CH:9][CH:10]=2)[NH:7][C:6]([C:11]([O:13][CH2:14][CH3:15])=[O:12])=[CH:5]3)[O:18]1, predict the reactants needed to synthesize it. The reactants are: Br[C:2]1[CH:3]=[C:4]2[C:8](=[CH:9][CH:10]=1)[NH:7][C:6]([C:11]([O:13][CH2:14][CH3:15])=[O:12])=[CH:5]2.[CH3:16][C:17]1([CH3:33])[C:21]([CH3:23])([CH3:22])[O:20][B:19]([B:19]2[O:20][C:21]([CH3:23])([CH3:22])[C:17]([CH3:33])([CH3:16])[O:18]2)[O:18]1.C([O-])(=O)C.[K+].